Dataset: Peptide-MHC class II binding affinity with 134,281 pairs from IEDB. Task: Regression. Given a peptide amino acid sequence and an MHC pseudo amino acid sequence, predict their binding affinity value. This is MHC class II binding data. (1) The peptide sequence is VRPIDDRFGLALSHL. The MHC is HLA-DQA10501-DQB10303 with pseudo-sequence HLA-DQA10501-DQB10303. The binding affinity (normalized) is 0.362. (2) The peptide sequence is PGKYTAYEGQRVVFI. The MHC is DRB1_1201 with pseudo-sequence DRB1_1201. The binding affinity (normalized) is 0.300.